This data is from Catalyst prediction with 721,799 reactions and 888 catalyst types from USPTO. The task is: Predict which catalyst facilitates the given reaction. Reactant: [CH:1]([C:3]1[C:4]([OH:25])=[CH:5][CH:6]=[C:7]2[C:12]=1[N:11]=[C:10]([CH:13]([CH3:15])[CH3:14])[N:9]([C:16]1[CH:23]=[CH:22][C:19]([C:20]#[N:21])=[CH:18][CH:17]=1)[C:8]2=[O:24])=[O:2].C([O-])([O-])=O.[K+].[K+].[CH3:32][O:33][C:34]1[CH:41]=[CH:40][C:37]([CH2:38]Br)=[CH:36][CH:35]=1. Product: [CH:1]([C:3]1[C:4]([O:25][CH2:38][C:37]2[CH:40]=[CH:41][C:34]([O:33][CH3:32])=[CH:35][CH:36]=2)=[CH:5][CH:6]=[C:7]2[C:12]=1[N:11]=[C:10]([CH:13]([CH3:15])[CH3:14])[N:9]([C:16]1[CH:23]=[CH:22][C:19]([C:20]#[N:21])=[CH:18][CH:17]=1)[C:8]2=[O:24])=[O:2]. The catalyst class is: 18.